Dataset: Reaction yield outcomes from USPTO patents with 853,638 reactions. Task: Predict the reaction yield, written as a fraction of the theoretical maximum amount of product (1.0 means a 100% yield; for example, 0.34 means a 34% yield). (1) The reactants are [NH2:1][C:2]1[CH:3]=[C:4]([CH:21]=[CH:22][C:23]=1[CH3:24])[O:5][C:6]1[CH:7]=[CH:8][C:9]2[N:10]([CH:12]=[C:13]([NH:15][C:16]([CH:18]3[CH2:20][CH2:19]3)=[O:17])[N:14]=2)[N:11]=1.[CH3:25][N:26]1[C:30]([C:31](Cl)=[O:32])=[CH:29][C:28]([CH3:34])=[N:27]1.C(N(CC)CC)C. The catalyst is O1CCCC1.C(=O)([O-])O.[Na+]. The product is [CH:18]1([C:16]([NH:15][C:13]2[N:14]=[C:9]3[CH:8]=[CH:7][C:6]([O:5][C:4]4[CH:21]=[CH:22][C:23]([CH3:24])=[C:2]([NH:1][C:31]([C:30]5[N:26]([CH3:25])[N:27]=[C:28]([CH3:34])[CH:29]=5)=[O:32])[CH:3]=4)=[N:11][N:10]3[CH:12]=2)=[O:17])[CH2:20][CH2:19]1. The yield is 0.770. (2) The reactants are [Cl:1][C:2]1[CH:7]=[CH:6][C:5]([CH2:8][C:9]([OH:11])=O)=[CH:4][CH:3]=1.C(OC1C=CC2C(=CC=CC=2)N1C(OCC)=O)C.[O:30]=[C:31]1[CH2:36][O:35][CH2:34][CH2:33][N:32]1[C:37]1[CH:42]=[CH:41][C:40]([NH:43][C:44]([C@H:46]2[CH2:50][C@@H:49]([OH:51])[CH2:48][NH:47]2)=[O:45])=[CH:39][CH:38]=1.C(N(CC)CC)C. The catalyst is C1(C)C=CC=CC=1. The product is [O:30]=[C:31]1[CH2:36][O:35][CH2:34][CH2:33][N:32]1[C:37]1[CH:38]=[CH:39][C:40]([NH:43][C:44]([C@H:46]2[CH2:50][C@@H:49]([OH:51])[CH2:48][N:47]2[C:9](=[O:11])[CH2:8][C:5]2[CH:4]=[CH:3][C:2]([Cl:1])=[CH:7][CH:6]=2)=[O:45])=[CH:41][CH:42]=1. The yield is 0.464. (3) The reactants are [F:1][C:2]([F:16])([F:15])[C:3]1[N:8]=[CH:7][C:6](/[CH:9]=[CH:10]/[C:11]([O:13][CH3:14])=[O:12])=[CH:5][N:4]=1. The catalyst is CO.[Pd]. The product is [F:16][C:2]([F:1])([F:15])[C:3]1[N:4]=[CH:5][C:6]([CH2:9][CH2:10][C:11]([O:13][CH3:14])=[O:12])=[CH:7][N:8]=1. The yield is 0.658. (4) The reactants are [C:1]([O:6][CH2:7][CH3:8])(=[O:5])[C@H:2]([CH3:4])[OH:3].N1C=CN=C1.[Si:14](Cl)([C:17]([CH3:20])([CH3:19])[CH3:18])([CH3:16])[CH3:15]. The catalyst is CN(C=O)C.O. The product is [Si:14]([O:3][C@@H:2]([CH3:4])[C:1]([O:6][CH2:7][CH3:8])=[O:5])([C:17]([CH3:20])([CH3:19])[CH3:18])([CH3:16])[CH3:15]. The yield is 0.950. (5) The reactants are C[O:2][C:3](=[O:24])[C:4]1[CH:9]=[C:8]([C:10]2[S:11][CH:12]=[C:13]([C:15]3[CH:20]=[CH:19][C:18]([Cl:21])=[C:17]([Cl:22])[CH:16]=3)[N:14]=2)[CH:7]=[CH:6][C:5]=1Br.[Cl:25][C:26]1[CH:31]=[CH:30][C:29](B(O)O)=[C:28]([F:35])[CH:27]=1. No catalyst specified. The product is [Cl:25][C:26]1[CH:31]=[CH:30][C:29]([C:5]2[C:4]([C:3]([OH:2])=[O:24])=[CH:9][C:8]([C:10]3[S:11][CH:12]=[C:13]([C:15]4[CH:20]=[CH:19][C:18]([Cl:21])=[C:17]([Cl:22])[CH:16]=4)[N:14]=3)=[CH:7][CH:6]=2)=[C:28]([F:35])[CH:27]=1. The yield is 0.530. (6) The reactants are [Cl:1][C:2]1[CH:7]=[CH:6][C:5]([S:8]([NH:11][C:12]2[CH:13]=[CH:14][CH:15]=[C:16]3[C:21]=2[N:20]=[CH:19][CH:18]=[CH:17]3)(=[O:10])=[O:9])=[C:4]([N+:22]([O-])=O)[CH:3]=1.Cl[Sn]Cl. The catalyst is Cl.CCO. The product is [NH2:22][C:4]1[CH:3]=[C:2]([Cl:1])[CH:7]=[CH:6][C:5]=1[S:8]([NH:11][C:12]1[CH:13]=[CH:14][CH:15]=[C:16]2[C:21]=1[N:20]=[CH:19][CH:18]=[CH:17]2)(=[O:9])=[O:10]. The yield is 0.590. (7) The reactants are [C:1]([CH2:3][C:4]1[CH:12]=[CH:11][C:7]([C:8]([OH:10])=[O:9])=[CH:6][CH:5]=1)#N.Cl.[OH-:14].[Na+].[OH2:16]. No catalyst specified. The product is [C:1]([CH2:3][C:4]1[CH:12]=[CH:11][C:7]([C:8]([OH:10])=[O:9])=[CH:6][CH:5]=1)([OH:16])=[O:14]. The yield is 0.117. (8) The reactants are [C:1]([NH:5][S:6]([C:9]1([CH3:12])[CH2:11][CH2:10]1)(=[O:8])=[O:7])([CH3:4])([CH3:3])[CH3:2].C(Br)[C:14]1[CH:19]=[CH:18][CH:17]=[CH:16][CH:15]=1.CCOC(C)=O. The catalyst is CCCCCC. The product is [C:1]([NH:5][S:6]([C:9]1([CH2:12][C:14]2[CH:19]=[CH:18][CH:17]=[CH:16][CH:15]=2)[CH2:11][CH2:10]1)(=[O:8])=[O:7])([CH3:4])([CH3:2])[CH3:3]. The yield is 0.600.